From a dataset of NCI-60 drug combinations with 297,098 pairs across 59 cell lines. Regression. Given two drug SMILES strings and cell line genomic features, predict the synergy score measuring deviation from expected non-interaction effect. (1) Drug 1: CC1CCC2CC(C(=CC=CC=CC(CC(C(=O)C(C(C(=CC(C(=O)CC(OC(=O)C3CCCCN3C(=O)C(=O)C1(O2)O)C(C)CC4CCC(C(C4)OC)O)C)C)O)OC)C)C)C)OC. Drug 2: C1C(C(OC1N2C=NC3=C2NC=NCC3O)CO)O. Cell line: SW-620. Synergy scores: CSS=16.1, Synergy_ZIP=1.58, Synergy_Bliss=-3.66, Synergy_Loewe=-44.9, Synergy_HSA=-3.88. (2) Drug 1: C1=NC2=C(N=C(N=C2N1C3C(C(C(O3)CO)O)O)F)N. Drug 2: CC1CCC2CC(C(=CC=CC=CC(CC(C(=O)C(C(C(=CC(C(=O)CC(OC(=O)C3CCCCN3C(=O)C(=O)C1(O2)O)C(C)CC4CCC(C(C4)OC)O)C)C)O)OC)C)C)C)OC. Cell line: UO-31. Synergy scores: CSS=6.26, Synergy_ZIP=-1.89, Synergy_Bliss=-0.0111, Synergy_Loewe=-10.0, Synergy_HSA=-1.48. (3) Drug 1: C1=C(C(=O)NC(=O)N1)F. Drug 2: CN1C(=O)N2C=NC(=C2N=N1)C(=O)N. Cell line: U251. Synergy scores: CSS=36.7, Synergy_ZIP=-12.0, Synergy_Bliss=-9.75, Synergy_Loewe=-13.6, Synergy_HSA=-7.66. (4) Drug 1: CCCCCOC(=O)NC1=NC(=O)N(C=C1F)C2C(C(C(O2)C)O)O. Drug 2: CC(C)NC(=O)C1=CC=C(C=C1)CNNC.Cl. Cell line: MOLT-4. Synergy scores: CSS=-0.450, Synergy_ZIP=1.81, Synergy_Bliss=3.92, Synergy_Loewe=2.98, Synergy_HSA=3.07. (5) Drug 1: CN(C)N=NC1=C(NC=N1)C(=O)N. Drug 2: C1=NC2=C(N=C(N=C2N1C3C(C(C(O3)CO)O)O)F)N. Cell line: HT29. Synergy scores: CSS=-0.00500, Synergy_ZIP=1.03, Synergy_Bliss=-0.720, Synergy_Loewe=-5.41, Synergy_HSA=-3.17. (6) Drug 1: COC1=CC(=CC(=C1O)OC)C2C3C(COC3=O)C(C4=CC5=C(C=C24)OCO5)OC6C(C(C7C(O6)COC(O7)C8=CC=CS8)O)O. Drug 2: C1=NC2=C(N=C(N=C2N1C3C(C(C(O3)CO)O)F)Cl)N. Cell line: SN12C. Synergy scores: CSS=55.7, Synergy_ZIP=-2.46, Synergy_Bliss=-3.51, Synergy_Loewe=-2.63, Synergy_HSA=0.896.